Predict the reactants needed to synthesize the given product. From a dataset of Full USPTO retrosynthesis dataset with 1.9M reactions from patents (1976-2016). (1) The reactants are: [CH2:1]([O:3][C:4]([N:6]=[C:7]=[S:8])=[O:5])[CH3:2].[NH2:9][C:10]1[CH:15]=[CH:14][C:13]([Br:16])=[CH:12][N:11]=1. Given the product [Br:16][C:13]1[CH:14]=[CH:15][C:10]([NH:9][C:7]([NH:6][C:4](=[O:5])[O:3][CH2:1][CH3:2])=[S:8])=[N:11][CH:12]=1, predict the reactants needed to synthesize it. (2) The reactants are: [CH3:1][O:2][C:3]1[CH:12]=[C:11]2[C:6]([N:7]=[C:8]([CH3:14])[C:9](=[O:13])[NH:10]2)=[CH:5][CH:4]=1.[H-].[Na+].FC1C=C2C(C=CC(=O)N2CCN2CCC(NCC3C=CC4OCC(=O)NC=4N=3)CC2)=CC=1.COC1C=C2C(C=CC(=O)N2[CH2:62][CH2:63][N:64]2[CH2:69][CH2:68][CH:67]([NH:70][C:71](=[O:77])[O:72][C:73]([CH3:76])([CH3:75])[CH3:74])[CH2:66][CH2:65]2)=CC=1. Given the product [CH3:1][O:2][C:3]1[CH:12]=[C:11]2[C:6]([N:7]=[C:8]([CH3:14])[C:9](=[O:13])[N:10]2[CH2:62][CH2:63][N:64]2[CH2:69][CH2:68][CH:67]([NH:70][C:71](=[O:77])[O:72][C:73]([CH3:76])([CH3:75])[CH3:74])[CH2:66][CH2:65]2)=[CH:5][CH:4]=1, predict the reactants needed to synthesize it. (3) Given the product [CH3:11][N:12]1[CH2:17][CH2:16][N:15]([C:18]2[CH:23]=[CH:22][C:21]([CH:24]=[O:25])=[CH:20][CH:19]=2)[CH2:14][CH2:13]1, predict the reactants needed to synthesize it. The reactants are: CS(C)=O.C(Cl)(=O)C(Cl)=O.[CH3:11][N:12]1[CH2:17][CH2:16][N:15]([C:18]2[CH:23]=[CH:22][C:21]([CH2:24][OH:25])=[CH:20][CH:19]=2)[CH2:14][CH2:13]1.C(N(CC)CC)C.